Dataset: Reaction yield outcomes from USPTO patents with 853,638 reactions. Task: Predict the reaction yield, written as a fraction of the theoretical maximum amount of product (1.0 means a 100% yield; for example, 0.34 means a 34% yield). (1) The reactants are [CH:1]1([C:6]2[C:14]3[C:9](=[CH:10][C:11]([C:15](OC)=[O:16])=[CH:12][CH:13]=3)[N:8]([CH3:19])[CH:7]=2)[CH2:5][CH2:4][CH2:3][CH2:2]1.[CH3:20][CH:21]([CH3:23])[O-:22].[Li+].O. The catalyst is CC(O)C. The product is [CH:1]1([C:6]2[C:14]3[C:9](=[CH:10][C:11]([C:15]([O:22][CH:21]([CH3:23])[CH3:20])=[O:16])=[CH:12][CH:13]=3)[N:8]([CH3:19])[CH:7]=2)[CH2:2][CH2:3][CH2:4][CH2:5]1. The yield is 0.950. (2) The catalyst is O. The reactants are [C:1]([O-:4])([O-])=[O:2].[Na+].[Na+].C[C:8]1[CH:13]=[CH:12][N:11]=[C:10]2[NH:14][CH:15]=[N:16][C:9]=12.[O-][Mn](=O)(=O)=O.[K+]. The product is [N:16]1[C:9]2[C:10](=[N:11][CH:12]=[CH:13][C:8]=2[C:1]([OH:4])=[O:2])[NH:14][CH:15]=1. The yield is 0.400.